From a dataset of Catalyst prediction with 721,799 reactions and 888 catalyst types from USPTO. Predict which catalyst facilitates the given reaction. (1) Reactant: [Cl:1][CH2:2][C:3]1[CH:11]=[CH:10][C:6]([C:7](Cl)=[O:8])=[CH:5][CH:4]=1.[Cl:12][C:13]1[CH:19]=[CH:18][C:16]([NH2:17])=[C:15]([N:20]2[CH2:25][CH2:24][N:23]([CH2:26][CH2:27][C:28]([F:31])([F:30])[F:29])[CH2:22][CH2:21]2)[CH:14]=1.CCN(C(C)C)C(C)C. Product: [Cl:12][C:13]1[CH:19]=[CH:18][C:16]([NH:17][C:7](=[O:8])[C:6]2[CH:10]=[CH:11][C:3]([CH2:2][Cl:1])=[CH:4][CH:5]=2)=[C:15]([N:20]2[CH2:25][CH2:24][N:23]([CH2:26][CH2:27][C:28]([F:29])([F:31])[F:30])[CH2:22][CH2:21]2)[CH:14]=1. The catalyst class is: 2. (2) Reactant: Cl[C:2]1[N:7]=[C:6]([S:8][CH3:9])[CH:5]=[CH:4][N:3]=1.[NH2:10][C:11]1[CH:12]=[C:13]([C:18]2[S:22][C:21]([C:23]3([OH:27])[CH2:26][CH2:25][CH2:24]3)=[N:20][CH:19]=2)[CH:14]=[C:15]([CH3:17])[CH:16]=1.CC1(C)C2C(=C(P(C3C=CC=CC=3)C3C=CC=CC=3)C=CC=2)OC2C(P(C3C=CC=CC=3)C3C=CC=CC=3)=CC=CC1=2.C(=O)([O-])[O-].[Cs+].[Cs+]. The catalyst class is: 160. Product: [CH3:17][C:15]1[CH:14]=[C:13]([C:18]2[S:22][C:21]([C:23]3([OH:27])[CH2:26][CH2:25][CH2:24]3)=[N:20][CH:19]=2)[CH:12]=[C:11]([NH:10][C:2]2[N:7]=[C:6]([S:8][CH3:9])[CH:5]=[CH:4][N:3]=2)[CH:16]=1. (3) Reactant: [F:1][C:2]1[CH:3]=[C:4]([C@@H:9]2[CH2:13][N:12]([CH2:14][CH2:15][O:16][CH3:17])[CH2:11][C@H:10]2[NH2:18])[CH:5]=[CH:6][C:7]=1[F:8].[CH2:19]([N:21]1[CH:25]=[C:24]([C:26]2[C:30]([CH3:31])=[C:29]([NH:32][C:33](=O)[O:34]C3C=CC=CC=3)[N:28]([C:42]3[CH:47]=[CH:46][CH:45]=[CH:44][CH:43]=3)[N:27]=2)[CH:23]=[N:22]1)[CH3:20].CCN(C(C)C)C(C)C. Product: [F:1][C:2]1[CH:3]=[C:4]([C@@H:9]2[CH2:13][N:12]([CH2:14][CH2:15][O:16][CH3:17])[CH2:11][C@H:10]2[NH:18][C:33]([NH:32][C:29]2[N:28]([C:42]3[CH:43]=[CH:44][CH:45]=[CH:46][CH:47]=3)[N:27]=[C:26]([C:24]3[CH:23]=[N:22][N:21]([CH2:19][CH3:20])[CH:25]=3)[C:30]=2[CH3:31])=[O:34])[CH:5]=[CH:6][C:7]=1[F:8]. The catalyst class is: 2. (4) Reactant: [NH2:1][CH2:2][CH2:3][CH2:4][C@:5]1([C:24]2[CH:29]=[CH:28][CH:27]=[CH:26][CH:25]=2)[N:9]([C:10](=[O:15])[C@@H:11]([O:13][CH3:14])[CH3:12])[N:8]=[C:7]([C:16]2[CH:21]=[C:20]([F:22])[CH:19]=[CH:18][C:17]=2[F:23])[S:6]1.[N:30]#[C:31]Br.C(N(CC)CC)C.[ClH:40].[CH3:41][O:42][NH2:43]. Product: [ClH:40].[F:23][C:17]1[CH:18]=[CH:19][C:20]([F:22])=[CH:21][C:16]=1[C:7]1[S:6][C@@:5]([CH2:4][CH2:3][CH2:2][NH:1][C:31]([NH2:30])=[N:43][O:42][CH3:41])([C:24]2[CH:29]=[CH:28][CH:27]=[CH:26][CH:25]=2)[N:9]([C:10](=[O:15])[C@@H:11]([O:13][CH3:14])[CH3:12])[N:8]=1. The catalyst class is: 4. (5) Reactant: [OH:1][C:2]([CH3:28])([CH2:24][CH2:25][CH2:26][CH3:27])[CH2:3][C:4]1[CH:5]=[C:6]([CH2:10][CH2:11][CH2:12][N:13]2C(=O)C3C(=CC=CC=3)C2=O)[CH:7]=[CH:8][CH:9]=1.N.CO. Product: [NH2:13][CH2:12][CH2:11][CH2:10][C:6]1[CH:5]=[C:4]([CH2:3][C:2]([CH3:28])([OH:1])[CH2:24][CH2:25][CH2:26][CH3:27])[CH:9]=[CH:8][CH:7]=1. The catalyst class is: 13. (6) Reactant: Br[CH2:2][C:3]1[N:8]=[CH:7][C:6]([N:9]([C:17]([O:19][C:20]([CH3:23])([CH3:22])[CH3:21])=[O:18])[C:10]([O:12][C:13]([CH3:16])([CH3:15])[CH3:14])=[O:11])=[CH:5][CH:4]=1.[P:24]([O:31]CC)([O:28][CH2:29][CH3:30])[O:25][CH2:26][CH3:27]. Product: [C:13]([O:12][C:10]([N:9]([C:17]([O:19][C:20]([CH3:23])([CH3:22])[CH3:21])=[O:18])[C:6]1[CH:5]=[CH:4][C:3]([CH2:2][P:24](=[O:31])([O:28][CH2:29][CH3:30])[O:25][CH2:26][CH3:27])=[N:8][CH:7]=1)=[O:11])([CH3:16])([CH3:15])[CH3:14]. The catalyst class is: 113. (7) Reactant: [CH3:1][C:2]1([CH3:12])[O:6][C:5](=[CH:7][C:8]([OH:10])=O)[C:4](=[O:11])[O:3]1.[Cl:13][C:14]1[CH:31]=[CH:30][C:17]([CH2:18][CH:19]([NH:28][CH3:29])[CH2:20][C:21]2[CH:26]=[CH:25][C:24]([Cl:27])=[CH:23][CH:22]=2)=[CH:16][CH:15]=1.F[P-](F)(F)(F)(F)F.N1(O[P+](N2CCCC2)(N2CCCC2)N2CCCC2)C2C=CC=CC=2N=N1.C(N(CC)CC)C. Product: [Cl:13][C:14]1[CH:15]=[CH:16][C:17]([CH2:18][CH:19]([N:28]([CH3:29])[C:8](=[O:10])[CH:7]=[C:5]2[C:4](=[O:11])[O:3][C:2]([CH3:1])([CH3:12])[O:6]2)[CH2:20][C:21]2[CH:26]=[CH:25][C:24]([Cl:27])=[CH:23][CH:22]=2)=[CH:30][CH:31]=1. The catalyst class is: 115.